This data is from Peptide-MHC class II binding affinity with 134,281 pairs from IEDB. The task is: Regression. Given a peptide amino acid sequence and an MHC pseudo amino acid sequence, predict their binding affinity value. This is MHC class II binding data. (1) The peptide sequence is MAVFKMSPGYVLGVF. The MHC is DRB1_0701 with pseudo-sequence DRB1_0701. The binding affinity (normalized) is 1.00. (2) The peptide sequence is ALVFDLPAALQRAIP. The MHC is DRB1_1101 with pseudo-sequence DRB1_1101. The binding affinity (normalized) is 0.412. (3) The MHC is DRB1_0401 with pseudo-sequence DRB1_0401. The binding affinity (normalized) is 1.00. The peptide sequence is AFKVAATAANAAPAL. (4) The peptide sequence is AYSDDKSMKVTVAFN. The MHC is DRB1_1501 with pseudo-sequence DRB1_1501. The binding affinity (normalized) is 0.247. (5) The peptide sequence is LKHIVWASRELERFAV. The MHC is DRB1_0103 with pseudo-sequence DRB1_0103. The binding affinity (normalized) is 0.0330.